The task is: Predict the product of the given reaction.. This data is from Forward reaction prediction with 1.9M reactions from USPTO patents (1976-2016). (1) Given the reactants [OH:1][C@@H:2]1[C@@H:7]([C:8]2[CH:13]=[CH:12][C:11]([O:14][CH3:15])=[CH:10][CH:9]=2)[CH2:6][CH2:5][N:4]([C:16]([O:18][C:19]([CH3:22])([CH3:21])[CH3:20])=[O:17])[CH2:3]1.CC(OI1(OC(C)=O)(OC(C)=O)OC(=O)C2C=CC=CC1=2)=O, predict the reaction product. The product is: [CH3:15][O:14][C:11]1[CH:10]=[CH:9][C:8]([CH:7]2[CH2:6][CH2:5][N:4]([C:16]([O:18][C:19]([CH3:21])([CH3:20])[CH3:22])=[O:17])[CH2:3][C:2]2=[O:1])=[CH:13][CH:12]=1. (2) Given the reactants Cl.Cl.[C:3]1([CH:9]([C:16]2[CH:21]=[CH:20][C:19]([C:22]([F:25])([F:24])[F:23])=[CH:18][CH:17]=2)[N:10]2[CH2:15][CH2:14][NH:13][CH2:12][CH2:11]2)[CH:8]=[CH:7][CH:6]=[CH:5][CH:4]=1.C(N(CC)CC)C.[C:33]([C:35]1[CH:36]=[C:37]([CH:41]=[CH:42][CH:43]=1)[C:38](Cl)=[O:39])#[N:34], predict the reaction product. The product is: [F:23][C:22]([F:25])([F:24])[C:19]1[CH:20]=[CH:21][C:16]([CH:9]([C:3]2[CH:8]=[CH:7][CH:6]=[CH:5][CH:4]=2)[N:10]2[CH2:11][CH2:12][N:13]([C:38]([C:37]3[CH:36]=[C:35]([CH:43]=[CH:42][CH:41]=3)[C:33]#[N:34])=[O:39])[CH2:14][CH2:15]2)=[CH:17][CH:18]=1. (3) Given the reactants [N:1]1[CH:6]=[CH:5][CH:4]=[CH:3][C:2]=1[NH:7][C:8]1[CH:13]=[CH:12][C:11]([OH:14])=[CH:10][CH:9]=1.C(=O)([O-])[O-].[Cs+].[Cs+].Cl[C:22]1[C:27]([CH:28]2[CH2:32][CH2:31][CH2:30][CH2:29]2)=[N:26][CH:25]=[CH:24][N:23]=1, predict the reaction product. The product is: [CH:28]1([C:27]2[C:22]([O:14][C:11]3[CH:12]=[CH:13][C:8]([NH:7][C:2]4[CH:3]=[CH:4][CH:5]=[CH:6][N:1]=4)=[CH:9][CH:10]=3)=[N:23][CH:24]=[CH:25][N:26]=2)[CH2:29][CH2:30][CH2:31][CH2:32]1. (4) Given the reactants [CH2:1]([C:3]1[CH:4]=[C:5]2[C:9](=[CH:10][CH:11]=1)[NH:8][C:7](=[O:12])[C:6]2=[O:13])[CH3:2], predict the reaction product. The product is: [C:7]([N:8]1[C:9]2[C:5](=[CH:4][C:3]([CH2:1][CH3:2])=[CH:11][CH:10]=2)[C:6](=[O:13])[C:7]1=[O:12])(=[O:12])[CH2:6][CH2:5][CH3:4]. (5) Given the reactants [OH:1][C:2]1[CH:3]=[C:4]([CH:7]=[CH:8][C:9]=1[O:10][CH3:11])[CH:5]=[O:6].[CH3:12][S:13](Cl)(=[O:15])=[O:14].C(N(CC)CC)C, predict the reaction product. The product is: [CH3:12][S:13]([O:1][C:2]1[CH:3]=[C:4]([CH:5]=[O:6])[CH:7]=[CH:8][C:9]=1[O:10][CH3:11])(=[O:15])=[O:14]. (6) Given the reactants [C:1]([C:5]1[S:9]/[C:8](=[N:10]\[C:11](=[O:23])[C:12]2[CH:17]=[C:16]([C:18]([F:21])([F:20])[F:19])[CH:15]=[CH:14][C:13]=2[F:22])/[N:7]([CH2:24][CH2:25][OH:26])[CH:6]=1)([CH3:4])([CH3:3])[CH3:2].C(N(CC)CC)C.C.C(=O)(OC(Cl)(Cl)Cl)[O:36][C:37](Cl)(Cl)[Cl:38], predict the reaction product. The product is: [C:37]([Cl:38])(=[O:36])[O:26][CH2:25][CH2:24][N:7]1[CH:6]=[C:5]([C:1]([CH3:4])([CH3:2])[CH3:3])[S:9]/[C:8]/1=[N:10]\[C:11](=[O:23])[C:12]1[CH:17]=[C:16]([C:18]([F:21])([F:19])[F:20])[CH:15]=[CH:14][C:13]=1[F:22]. (7) Given the reactants [NH:1]1[CH2:6][CH2:5][CH:4]([C:7]([C:15]2[CH:20]=[CH:19][CH:18]=[CH:17][N:16]=2)([C:9]2[CH:14]=[CH:13][CH:12]=[CH:11][N:10]=2)O)[CH2:3][CH2:2]1, predict the reaction product. The product is: [NH:1]1[CH2:6][CH2:5][CH:4]([CH:7]([C:9]2[CH:14]=[CH:13][CH:12]=[CH:11][N:10]=2)[C:15]2[CH:20]=[CH:19][CH:18]=[CH:17][N:16]=2)[CH2:3][CH2:2]1. (8) The product is: [C:1]([CH2:3][NH:4][C:5]([C:7]1([NH:13][C:54](=[O:55])[C:31]2[CH:30]=[CH:26][C:25]([N:22]3[CH2:21][CH2:20][N:19]([CH2:18][CH2:17][O:16][CH3:15])[CH2:24][CH2:23]3)=[CH:33][CH:32]=2)[CH2:12][CH2:11][CH2:10][CH2:9][CH2:8]1)=[O:6])#[N:2]. Given the reactants [C:1]([CH2:3][NH:4][C:5]([C:7]1([NH2:13])[CH2:12][CH2:11][CH2:10][CH2:9][CH2:8]1)=[O:6])#[N:2].Cl.[CH3:15][O:16][CH2:17][CH2:18][N:19]1[CH2:24][CH2:23][N:22]([C:25]2[CH:33]=[CH:32][CH:31]=[CH:30][C:26]=2C(O)=O)[CH2:21][CH2:20]1.C1C=CC2N(O)N=NC=2C=1.C(N(CC)CC)C.CN([CH:54]=[O:55])C, predict the reaction product. (9) Given the reactants Cl[C:2]1[N:7]=[N:6][C:5]([C:8]([C:10]2[CH:11]=[N:12][CH:13]=[CH:14][CH:15]=2)=[O:9])=[C:4]([CH3:16])[C:3]=1[CH3:17].[CH3:18][C@@H:19]1[CH2:24][NH:23][CH2:22][CH2:21][NH:20]1.C(N(CC)CC)C, predict the reaction product. The product is: [CH3:16][C:4]1[C:3]([CH3:17])=[C:2]([N:23]2[CH2:22][CH2:21][NH:20][C@H:19]([CH3:18])[CH2:24]2)[N:7]=[N:6][C:5]=1[C:8]([C:10]1[CH:11]=[N:12][CH:13]=[CH:14][CH:15]=1)=[O:9].